This data is from Catalyst prediction with 721,799 reactions and 888 catalyst types from USPTO. The task is: Predict which catalyst facilitates the given reaction. Reactant: [CH:1]1([C:4](=[O:21])[CH2:5][C:6]([C:8]2[CH:13]=[CH:12][C:11]([S:14]([CH3:17])(=[O:16])=[O:15])=[C:10]([NH:18][CH3:19])[C:9]=2[CH3:20])=[O:7])[CH2:3][CH2:2]1.CO[CH:24](OC)[N:25]([CH3:27])[CH3:26]. Product: [CH:1]1([C:4](=[O:21])[C:5](=[CH:24][N:25]([CH3:27])[CH3:26])[C:6]([C:8]2[CH:13]=[CH:12][C:11]([S:14]([CH3:17])(=[O:16])=[O:15])=[C:10]([NH:18][CH3:19])[C:9]=2[CH3:20])=[O:7])[CH2:3][CH2:2]1. The catalyst class is: 2.